Dataset: Forward reaction prediction with 1.9M reactions from USPTO patents (1976-2016). Task: Predict the product of the given reaction. (1) Given the reactants C(O[C:4]([C:6]1[C:7]2[S:15][CH:14]=[C:13]([CH2:16][O:17][C:18]3[CH:23]=[C:22]([O:24][CH2:25][C:26]4[CH:31]=[CH:30][C:29]([Cl:32])=[CH:28][CH:27]=4)[CH:21]=[CH:20][C:19]=3[CH3:33])[C:8]=2[C:9]([NH2:12])=[N:10][CH:11]=1)=[O:5])C.[CH2:34]([CH2:36][NH2:37])[OH:35], predict the reaction product. The product is: [OH:35][CH2:34][CH2:36][NH:37][C:4]([C:6]1[C:7]2[S:15][CH:14]=[C:13]([CH2:16][O:17][C:18]3[CH:23]=[C:22]([O:24][CH2:25][C:26]4[CH:31]=[CH:30][C:29]([Cl:32])=[CH:28][CH:27]=4)[CH:21]=[CH:20][C:19]=3[CH3:33])[C:8]=2[C:9]([NH2:12])=[N:10][CH:11]=1)=[O:5]. (2) Given the reactants [NH2:1][CH:2]1[CH2:7][CH2:6][N:5]([CH2:8][CH2:9][N:10]2[C:19]3[C:14](=[N:15][CH:16]=[C:17]([F:20])[CH:18]=3)[CH:13]=[CH:12][C:11]2=[O:21])[CH2:4][CH2:3]1.[O:22]1[C:31]2[C:26](=[N:27][CH:28]=[C:29]([CH:32]=O)[CH:30]=2)[O:25][CH2:24][CH2:23]1.C(O[BH-](OC(=O)C)OC(=O)C)(=O)C.[Na+].C(=O)([O-])O.[Na+], predict the reaction product. The product is: [O:22]1[C:31]2[C:26](=[N:27][CH:28]=[C:29]([CH2:32][NH:1][CH:2]3[CH2:3][CH2:4][N:5]([CH2:8][CH2:9][N:10]4[C:19]5[C:14](=[N:15][CH:16]=[C:17]([F:20])[CH:18]=5)[CH:13]=[CH:12][C:11]4=[O:21])[CH2:6][CH2:7]3)[CH:30]=2)[O:25][CH2:24][CH2:23]1. (3) The product is: [O:19]=[C:18]1[CH2:17][CH2:16][C@H:15]2[C@H:14]3[C@H:5]([CH2:4][CH2:3][C@:2]12[CH3:1])[C:6]1[CH:7]=[CH:8][C:9]([O:20][CH2:22][C:23]([O:25][CH2:26][C:27]2[CH:32]=[CH:31][CH:30]=[CH:29][CH:28]=2)=[O:24])=[CH:10][C:11]=1[CH2:12][CH2:13]3. Given the reactants [CH3:1][C@@:2]12[C:18](=[O:19])[CH2:17][CH2:16][C@H:15]1[C@H:14]1[C@@H:5]([C:6]3[CH:7]=[CH:8][C:9]([OH:20])=[CH:10][C:11]=3[CH2:12][CH2:13]1)[CH2:4][CH2:3]2.Br[CH2:22][C:23]([O:25][CH2:26][C:27]1[CH:32]=[CH:31][CH:30]=[CH:29][CH:28]=1)=[O:24].C(=O)([O-])[O-].[K+].[K+].C1COCC1, predict the reaction product. (4) The product is: [C:28]12([CH2:38][O:39][C:40]3[C:52]([CH:53]4[CH2:54][CH2:55][CH2:56]4)=[CH:51][C:43]([C:44]([OH:46])=[O:45])=[C:42]([F:57])[CH:41]=3)[CH2:29][CH:30]3[CH2:31][CH:32]([CH2:33][CH:34]([CH2:36]3)[CH2:35]1)[CH2:37]2. Given the reactants C(C1(COC2C(C3CC3)=CC(C(OC(C)(C)C)=O)=C(F)C=2)CCCCC1)#N.[C:28]12([CH2:38][O:39][C:40]3[C:52]([CH:53]4[CH2:56][CH2:55][CH2:54]4)=[CH:51][C:43]([C:44]([O:46]C(C)(C)C)=[O:45])=[C:42]([F:57])[CH:41]=3)[CH2:37][CH:32]3[CH2:33][CH:34]([CH2:36][CH:30]([CH2:31]3)[CH2:29]1)[CH2:35]2, predict the reaction product. (5) Given the reactants CO[C:3]1[CH:18]=[C:17]([C:19]([F:22])([F:21])[F:20])[CH:16]=[C:15](SC)[C:4]=1[C:5]([NH:7]C1CCCCC1=O)=[O:6].C(O)(=O)C.N1CCCC1.C(O[BH-](OC(=O)C)OC(=O)C)(=O)C.[Na+], predict the reaction product. The product is: [F:20][C:19]([F:21])([F:22])[C:17]1[CH:18]=[CH:3][C:4]([C:5]([NH2:7])=[O:6])=[CH:15][CH:16]=1.